Dataset: Forward reaction prediction with 1.9M reactions from USPTO patents (1976-2016). Task: Predict the product of the given reaction. (1) Given the reactants [CH2:1]([O:8][C:9]1[CH:26]=[CH:25][C:24]2[C@@H:23]3[C@H:14]([C@H:15]4[C@@:19]([CH2:21][CH2:22]3)([CH3:20])[C:18](=[O:27])[CH2:17][C@H:16]4[C:28]#[N:29])[CH2:13][CH2:12][C:11]=2[CH:10]=1)[C:2]1[CH:7]=[CH:6][CH:5]=[CH:4][CH:3]=1.[BH4-].[Na+], predict the reaction product. The product is: [CH2:1]([O:8][C:9]1[CH:26]=[CH:25][C:24]2[C@@H:23]3[C@H:14]([C@H:15]4[C@@:19]([CH2:21][CH2:22]3)([CH3:20])[C@@H:18]([OH:27])[CH2:17][C@H:16]4[C:28]#[N:29])[CH2:13][CH2:12][C:11]=2[CH:10]=1)[C:2]1[CH:3]=[CH:4][CH:5]=[CH:6][CH:7]=1. (2) Given the reactants C([O:4][CH:5]([CH2:8][CH2:9][O:10][C@H:11]1[C@H:16]([O:17]C(=O)C)[C@@H:15]([N:21]([CH3:23])[CH3:22])[CH2:14][C@@H:13]([CH3:24])[O:12]1)[C:6]#[CH:7])(=O)C.C([O-])([O-])=O.[K+].[K+], predict the reaction product. The product is: [CH3:23][N:21]([CH3:22])[C@H:15]1[CH2:14][C@@H:13]([CH3:24])[O:12][C@@H:11]([O:10][CH2:9][CH2:8][CH:5]([OH:4])[C:6]#[CH:7])[C@@H:16]1[OH:17]. (3) Given the reactants [CH:1]1([CH2:4][N:5]2[C:10](=[O:11])[C:9]([CH2:12]OS(C)(=O)=O)=[CH:8][C:7]([C:18]3[CH:23]=[CH:22][C:21]([O:24][CH3:25])=[C:20]([F:26])[CH:19]=3)=[N:6]2)[CH2:3][CH2:2]1.[CH3:27][NH2:28].C(O)C, predict the reaction product. The product is: [CH:1]1([CH2:4][N:5]2[C:10](=[O:11])[C:9]([CH2:12][NH:28][CH3:27])=[CH:8][C:7]([C:18]3[CH:23]=[CH:22][C:21]([O:24][CH3:25])=[C:20]([F:26])[CH:19]=3)=[N:6]2)[CH2:3][CH2:2]1. (4) Given the reactants [C:1]1([C:3](=[CH:5][CH:6]=[CH:7][CH:8]=1)[OH:4])[OH:2].CC(C)[O-].[Zr+4:13].CC(C)[O-].CC(C)[O-].CC(C)[O-], predict the reaction product. The product is: [C:1]1([C:3](=[CH:5][CH:6]=[CH:7][CH:8]=1)[O-:4])[O-:2].[Zr+4:13].[C:1]1([C:3](=[CH:5][CH:6]=[CH:7][CH:8]=1)[O-:4])[O-:2]. (5) Given the reactants [Cl:1][C:2]1[CH:7]=[CH:6][C:5]([C:8](=[O:18])[CH:9]([C:11]2[CH:16]=[CH:15][C:14]([Cl:17])=[CH:13][CH:12]=2)[OH:10])=[CH:4][CH:3]=1.[N+]([O-])(O)=O, predict the reaction product. The product is: [Cl:1][C:2]1[CH:3]=[CH:4][C:5]([C:8](=[O:18])[C:9]([C:11]2[CH:16]=[CH:15][C:14]([Cl:17])=[CH:13][CH:12]=2)=[O:10])=[CH:6][CH:7]=1. (6) Given the reactants [CH3:1][C@H:2]([C:15]([OH:17])=[O:16])[C:3]1[CH:4]=[CH:5][C:6]2[CH:7]=[C:8]([O:13]C)[CH:9]=[CH:10][C:11]=2[CH:12]=1.Br, predict the reaction product. The product is: [OH:13][C:8]1[CH:7]=[C:6]2[C:11](=[CH:10][CH:9]=1)[CH:12]=[C:3]([CH:2]([CH3:1])[C:15]([OH:17])=[O:16])[CH:4]=[CH:5]2. (7) Given the reactants [OH:1][CH2:2][C:3]1[CH:11]=[CH:10][C:6]([C:7]([OH:9])=[O:8])=[CH:5][CH:4]=1.[CH3:12][O:13][C:14]1[CH:35]=[CH:34][C:17]([C:18](Cl)([C:27]2[CH:32]=[CH:31][CH:30]=[CH:29][CH:28]=2)[C:19]2[CH:24]=[CH:23][C:22]([O:25][CH3:26])=[CH:21][CH:20]=2)=[CH:16][CH:15]=1.[N:36]1[CH:41]=[CH:40]C=[CH:38][CH:37]=1, predict the reaction product. The product is: [CH3:26][O:25][C:22]1[CH:21]=[CH:20][C:19]([C:18]([O:1][CH2:2][C:3]2[CH:4]=[CH:5][C:6]([C:7]([O-:9])=[O:8])=[CH:10][CH:11]=2)([C:27]2[CH:28]=[CH:29][CH:30]=[CH:31][CH:32]=2)[C:17]2[CH:34]=[CH:35][C:14]([O:13][CH3:12])=[CH:15][CH:16]=2)=[CH:24][CH:23]=1.[CH2:37]([NH+:36]([CH2:11][CH3:3])[CH2:41][CH3:40])[CH3:38].